Dataset: Catalyst prediction with 721,799 reactions and 888 catalyst types from USPTO. Task: Predict which catalyst facilitates the given reaction. (1) Product: [CH2:1]([O:3][C:4](=[O:16])[CH2:5][N:6]1[C:14]2[C:9](=[CH:10][CH:11]=[C:12]([NH:15][C:30](=[O:31])[CH2:29][CH2:28][C:27]#[C:26][C:22]3[CH:23]=[CH:24][CH:25]=[C:20]([O:19][C:18]([F:33])([F:34])[F:17])[CH:21]=3)[CH:13]=2)[CH:8]=[CH:7]1)[CH3:2]. Reactant: [CH2:1]([O:3][C:4](=[O:16])[CH2:5][N:6]1[C:14]2[C:9](=[CH:10][CH:11]=[C:12]([NH2:15])[CH:13]=2)[CH:8]=[CH:7]1)[CH3:2].[F:17][C:18]([F:34])([F:33])[O:19][C:20]1[CH:21]=[C:22]([C:26]#[C:27][CH2:28][CH2:29][C:30](O)=[O:31])[CH:23]=[CH:24][CH:25]=1.Cl.CN(C)CCCN=C=NCC. The catalyst class is: 119. (2) Reactant: [C:1]([O:5][C:6]([N:8]1[CH2:13][CH2:12][C:11](O)([C:14]2[S:15][CH:16]=[CH:17][N:18]=2)[CH2:10][CH2:9]1)=[O:7])([CH3:4])([CH3:3])[CH3:2].CCN(S(F)(F)[F:26])CC. Product: [C:1]([O:5][C:6]([N:8]1[CH2:13][CH2:12][C:11]([F:26])([C:14]2[S:15][CH:16]=[CH:17][N:18]=2)[CH2:10][CH2:9]1)=[O:7])([CH3:4])([CH3:3])[CH3:2]. The catalyst class is: 2.